Dataset: Forward reaction prediction with 1.9M reactions from USPTO patents (1976-2016). Task: Predict the product of the given reaction. (1) Given the reactants ClC1N=CC2C(=CC=C(O)C=2)N=1.[Cl:13][C:14]1[C:23]([C:24]([F:27])([F:26])[F:25])=[N:22][C:21]2[C:16](=[CH:17][CH:18]=[C:19]([O:28]C)[CH:20]=2)[N:15]=1, predict the reaction product. The product is: [Cl:13][C:14]1[C:23]([C:24]([F:26])([F:27])[F:25])=[N:22][C:21]2[C:16](=[CH:17][CH:18]=[C:19]([OH:28])[CH:20]=2)[N:15]=1. (2) Given the reactants F[C:2]1[CH:3]=[C:4]2[C:8](=[CH:9][C:10]=1[F:11])[N:7]([S:12]([C:15]1[CH:20]=[CH:19][CH:18]=[CH:17][CH:16]=1)(=[O:14])=[O:13])[CH:6]=[C:5]2[C:21]1[CH:22]=[N:23][N:24]([CH2:26]C2CCNCC2)[CH:25]=1.[C:33]([O:37][C:38]([CH3:41])([CH3:40])[CH3:39])(=[O:36])[CH:34]=C.C([O-])([O-])=O.[Cs+].[Cs+], predict the reaction product. The product is: [F:11][C:10]1[CH:9]=[C:8]2[C:4]([C:5]([C:21]3[CH:22]=[N:23][N:24]([CH2:26][CH2:34][C:33]([O:37][C:38]([CH3:41])([CH3:40])[CH3:39])=[O:36])[CH:25]=3)=[CH:6][N:7]2[S:12]([C:15]2[CH:20]=[CH:19][CH:18]=[CH:17][CH:16]=2)(=[O:13])=[O:14])=[CH:3][CH:2]=1.